From a dataset of HIV replication inhibition screening data with 41,000+ compounds from the AIDS Antiviral Screen. Binary Classification. Given a drug SMILES string, predict its activity (active/inactive) in a high-throughput screening assay against a specified biological target. The result is 0 (inactive). The molecule is C=CCN1CCC23c4c5ccc(O)c4OC2C(=NN=C2CCC4(O)C6Cc7ccc(O)c8c7C4(CCN6CC=C)C2O8)CCC3(O)C1C5.